This data is from Catalyst prediction with 721,799 reactions and 888 catalyst types from USPTO. The task is: Predict which catalyst facilitates the given reaction. (1) Reactant: CC([O-])(C)C.[K+].[CH3:7][C:8]1[CH:9]=[C:10]2[C:14](=[CH:15][CH:16]=1)[N:13]([CH3:17])[CH:12]=[CH:11]2.[SiH:18]([CH2:23][CH3:24])([CH2:21][CH3:22])[CH2:19][CH3:20]. Product: [CH3:17][N:13]1[C:14]2[C:10](=[CH:9][C:8]([CH3:7])=[CH:16][CH:15]=2)[CH:11]=[C:12]1[Si:18]([CH2:23][CH3:24])([CH2:21][CH3:22])[CH2:19][CH3:20]. The catalyst class is: 1. (2) Reactant: [CH3:1][C:2](=[CH2:5])[CH2:3][OH:4].[H-].[Na+].[F:8][C:9]([F:20])([F:19])[O:10][C:11]1[CH:18]=[CH:17][C:14]([CH2:15]Br)=[CH:13][CH:12]=1. Product: [CH3:5][C:2](=[CH2:1])[CH2:3][O:4][CH2:15][C:14]1[CH:17]=[CH:18][C:11]([O:10][C:9]([F:8])([F:19])[F:20])=[CH:12][CH:13]=1. The catalyst class is: 3. (3) Reactant: [CH3:1][O-].[Na+].[N:4]#[C:5][NH2:6].[Cl:7][C:8]1[CH:13]=[C:12]([N:14]=[C:15]=[S:16])[CH:11]=[C:10]([Cl:17])[C:9]=1[C:18]1[CH:23]=[CH:22][CH:21]=[CH:20][CH:19]=1.CI. Product: [C:5](/[N:6]=[C:15](\[S:16][CH3:1])/[NH:14][C:12]1[CH:13]=[C:8]([Cl:7])[C:9]([C:18]2[CH:19]=[CH:20][CH:21]=[CH:22][CH:23]=2)=[C:10]([Cl:17])[CH:11]=1)#[N:4]. The catalyst class is: 5. (4) The catalyst class is: 4. Product: [Cl:40][C:41]1[C:46]([C:47]([F:49])([F:50])[F:48])=[CH:45][CH:44]=[CH:43][C:42]=1[CH2:51][NH:52][C:15]([CH:6]1[CH2:5][O:4][CH2:3][C:2](=[O:1])[N:7]1[CH2:8][C:9]1[CH:10]=[CH:11][CH:12]=[CH:13][CH:14]=1)=[O:17]. Reactant: [O:1]=[C:2]1[N:7]([CH2:8][C:9]2[CH:14]=[CH:13][CH:12]=[CH:11][CH:10]=2)[CH:6]([C:15]([OH:17])=O)[CH2:5][O:4][CH2:3]1.Cl.CN(C)CCCN=C=NCC.ON1C2C=CC=CC=2N=N1.[Cl:40][C:41]1[C:46]([C:47]([F:50])([F:49])[F:48])=[CH:45][CH:44]=[CH:43][C:42]=1[CH2:51][NH2:52].C(N1CCOCC1)C. (5) Reactant: [O:1]1[C:5]2([CH2:10][CH2:9][CH:8]([CH:11]3[CH2:16][CH2:15][C:14]([C:18]4[CH:23]=[CH:22][C:21]([C:24]5(CCCCC)[CH2:29][CH2:28][CH2:27][CH2:26][CH2:25]5)=[CH:20][C:19]=4[F:35])(O)[CH2:13][CH2:12]3)[CH2:7][CH2:6]2)[O:4][CH2:3][CH2:2]1.[C:36]1(C)[CH:41]=[CH:40]C(S(O)(=O)=O)=[CH:38][CH:37]=1.C1(C)C=CC=CC=1. Product: [F:35][C:19]1[CH:20]=[C:21]([CH:24]2[CH2:25][CH2:26][CH:27]([CH2:38][CH2:37][CH2:36][CH2:41][CH3:40])[CH2:28][CH2:29]2)[CH:22]=[CH:23][C:18]=1[C:14]1[CH2:13][CH2:12][CH:11]([CH:8]2[CH2:9][CH2:10][C:5]3([O:4][CH2:3][CH2:2][O:1]3)[CH2:6][CH2:7]2)[CH2:16][CH:15]=1. The catalyst class is: 6. (6) Product: [C:1]1([C:7]2([CH2:17][CH2:18][CH2:19][C:20]([O:22][CH3:23])=[O:21])[CH2:16][CH2:15][CH2:14][CH2:13][C:8]32[O:12][CH2:11][CH2:10][O:9]3)[CH:2]=[CH:3][CH:4]=[CH:5][CH:6]=1. Reactant: [C:1]1([C:7]2([CH2:17]/[CH:18]=[CH:19]/[C:20]([O:22][CH3:23])=[O:21])[CH2:16][CH2:15][CH2:14][CH2:13][C:8]32[O:12][CH2:11][CH2:10][O:9]3)[CH:6]=[CH:5][CH:4]=[CH:3][CH:2]=1. The catalyst class is: 19. (7) Reactant: [S:1]1[C:5]2[CH:6]=[CH:7][CH:8]=[CH:9][C:4]=2[N:3]=[C:2]1[CH:10]=O.[Br-].C1([P+](C2C=CC=CC=2)(C2C=CC=CC=2)[CH2:20][C:21]2[CH:26]=[C:25]([O:27][CH3:28])[C:24]([O:29][CH3:30])=[C:23]([O:31][CH3:32])[CH:22]=2)C=CC=CC=1.C[O-].[Na+]. Product: [CH3:32][O:31][C:23]1[CH:22]=[C:21]([CH:26]=[C:25]([O:27][CH3:28])[C:24]=1[O:29][CH3:30])/[CH:20]=[CH:10]/[C:2]1[S:1][C:5]2[CH:6]=[CH:7][CH:8]=[CH:9][C:4]=2[N:3]=1. The catalyst class is: 5.